This data is from Full USPTO retrosynthesis dataset with 1.9M reactions from patents (1976-2016). The task is: Predict the reactants needed to synthesize the given product. (1) Given the product [CH3:23][CH:24]([CH3:26])[CH2:25][CH:7]([C:3]1[CH:2]=[C:1]([CH3:11])[CH:6]=[CH:5][CH:4]=1)[C:8]([OH:10])=[O:9], predict the reactants needed to synthesize it. The reactants are: [C:1]1([CH3:11])[CH:6]=[CH:5][CH:4]=[C:3]([CH2:7][C:8]([OH:10])=[O:9])[CH:2]=1.C[Si]([N-][Si](C)(C)C)(C)C.[Na+].I[CH2:23][CH:24]([CH3:26])[CH3:25]. (2) Given the product [CH3:1][C:2]1[C:3]([C:16]2[CH:21]=[CH:20][CH:19]=[CH:18][CH:17]=2)=[N:4][C:5]2[C:10]([N:11]=1)=[CH:9][C:8]([C:12]([OH:14])=[O:13])=[CH:7][CH:6]=2, predict the reactants needed to synthesize it. The reactants are: [CH3:1][C:2]1[C:3]([C:16]2[CH:21]=[CH:20][CH:19]=[CH:18][CH:17]=2)=[N:4][C:5]2[C:10]([N:11]=1)=[CH:9][C:8]([C:12]([O:14]C)=[O:13])=[CH:7][CH:6]=2.[Li+].[OH-]. (3) The reactants are: CN(C)[CH:3]=[CH:4][C:5]1[CH:12]=[CH:11][C:8]([C:9]#[N:10])=[CH:7][C:6]=1[N+:13]([O-])=O. Given the product [C:9]([C:8]1[CH:7]=[C:6]2[C:5]([CH:4]=[CH:3][NH:13]2)=[CH:12][CH:11]=1)#[N:10], predict the reactants needed to synthesize it. (4) Given the product [CH3:17][NH:16][C:14](=[O:15])[C:13]1[CH:18]=[C:9]([N:2]2[CH2:3][CH:4]3[CH:5]([CH2:6][N:7]([CH3:24])[CH2:8]3)[CH2:1]2)[CH:10]=[CH:11][C:12]=1[N+:19]([O-:21])=[O:20], predict the reactants needed to synthesize it. The reactants are: [CH2:1]1[CH:5]2[CH2:6][NH:7][CH2:8][CH:4]2[CH2:3][N:2]1[C:9]1[CH:10]=[CH:11][C:12]([N+:19]([O-:21])=[O:20])=[C:13]([CH:18]=1)[C:14]([NH:16][CH3:17])=[O:15].C=O.[C:24]([BH3-])#N.